This data is from Forward reaction prediction with 1.9M reactions from USPTO patents (1976-2016). The task is: Predict the product of the given reaction. Given the reactants Br[C:2]1[CH:3]=[CH:4][C:5]([C:8]([N:10]2[CH2:15][CH2:14][CH:13]([C:16](=[O:24])[C:17]3[CH:22]=[CH:21][C:20]([Cl:23])=[CH:19][CH:18]=3)[CH2:12][CH2:11]2)=[O:9])=[N:6][CH:7]=1.[CH3:25][C@@H:26]1[CH2:30][O:29][C:28](=[O:31])[NH:27]1, predict the reaction product. The product is: [Cl:23][C:20]1[CH:21]=[CH:22][C:17]([C:16]([CH:13]2[CH2:14][CH2:15][N:10]([C:8]([C:5]3[N:6]=[CH:7][C:2]([N:27]4[C@H:26]([CH3:25])[CH2:30][O:29][C:28]4=[O:31])=[CH:3][CH:4]=3)=[O:9])[CH2:11][CH2:12]2)=[O:24])=[CH:18][CH:19]=1.